Dataset: Catalyst prediction with 721,799 reactions and 888 catalyst types from USPTO. Task: Predict which catalyst facilitates the given reaction. (1) Reactant: Cl.[CH3:2][N:3]([CH3:7])[CH2:4][CH2:5][SH:6].[H-].[Na+].C1COCC1.Cl[C:16]1[CH:21]=[N:20][CH:19]=[C:18]([C:22]#[N:23])[N:17]=1. Product: [C:22]([C:18]1[CH:19]=[N:20][CH:21]=[C:16]([S:6][CH2:5][CH2:4][N:3]([CH3:7])[CH3:2])[N:17]=1)#[N:23]. The catalyst class is: 69. (2) Reactant: [CH:1]1([N:7]2[C:11](=[O:12])[C:10]([C:21]3[CH:26]=[CH:25][C:24]([O:27][CH3:28])=[CH:23][CH:22]=3)([C:13]3[CH:18]=[CH:17][C:16]([O:19][CH3:20])=[CH:15][CH:14]=3)[NH:9][C:8]2=S)[CH2:6][CH2:5][CH2:4][CH2:3][CH2:2]1.[NH4+:30].C(OO)(C)(C)C. Product: [CH:1]1([N:7]2[C:11](=[O:12])[C:10]([C:21]3[CH:26]=[CH:25][C:24]([O:27][CH3:28])=[CH:23][CH:22]=3)([C:13]3[CH:18]=[CH:17][C:16]([O:19][CH3:20])=[CH:15][CH:14]=3)[NH:9][C:8]2=[NH:30])[CH2:6][CH2:5][CH2:4][CH2:3][CH2:2]1. The catalyst class is: 5. (3) Reactant: [N:1]1[CH:6]=[CH:5][CH:4]=[C:3](B(O)O)[CH:2]=1.[Br:10][C:11]1[CH:12]=[C:13](I)[CH:14]=[CH:15][CH:16]=1.C(=O)(O)[O-].[Na+].N#N. Product: [Br:10][C:11]1[CH:16]=[C:15]([C:3]2[CH:2]=[N:1][CH:6]=[CH:5][CH:4]=2)[CH:14]=[CH:13][CH:12]=1. The catalyst class is: 70. (4) Reactant: Br[C:2]1[CH:3]=[C:4]([C:8]2([C:21]3[CH:26]=[CH:25][CH:24]=[CH:23][N:22]=3)[C:20]3[CH:19]=[CH:18][CH:17]=[CH:16][C:15]=3[C:14]3[C:9]2=[CH:10][CH:11]=[CH:12][CH:13]=3)[CH:5]=[CH:6][CH:7]=1.[N:27]1([C:32]2[CH:44]=[CH:43][C:42]3[C:41]4[C:36](=[CH:37][CH:38]=[CH:39][CH:40]=4)[NH:35][C:34]=3[CH:33]=2)[CH:31]=[CH:30][CH:29]=[N:28]1.CC(P(C(C)(C)C)C1C(C2C=CC=CC=2)=CC=CC=1)(C)C.CC([O-])(C)C.[Na+]. Product: [N:27]1([C:32]2[CH:44]=[CH:43][C:42]3[C:41]4[C:36](=[CH:37][CH:38]=[CH:39][CH:40]=4)[N:35]([C:18]4[CH:17]=[CH:16][CH:15]=[C:20]([C:8]5([C:21]6[CH:26]=[CH:25][CH:24]=[CH:23][N:22]=6)[C:4]6[CH:5]=[CH:6][CH:7]=[CH:2][C:3]=6[C:10]6[C:9]5=[CH:14][CH:13]=[CH:12][CH:11]=6)[CH:19]=4)[C:34]=3[CH:33]=2)[CH:31]=[CH:30][CH:29]=[N:28]1. The catalyst class is: 110. (5) Reactant: [OH:1][C:2]1[N:10]=[CH:9][CH:8]=[CH:7][C:3]=1[C:4]([OH:6])=[O:5].[N+:11]([O-])([OH:13])=[O:12]. Product: [OH:1][C:2]1[N:10]=[CH:9][C:8]([N+:11]([O-:13])=[O:12])=[CH:7][C:3]=1[C:4]([OH:6])=[O:5]. The catalyst class is: 65. (6) Reactant: [OH:1][N:2]1[C:10](=[O:11])[C:9]2[C:4](=[CH:5][CH:6]=[CH:7][CH:8]=2)[C:3]1=[O:12].Br[CH2:14][CH:15]1[CH2:17][CH2:16]1.CCN(CC)CC. Product: [CH:15]1([CH2:14][O:1][N:2]2[C:10](=[O:11])[C:9]3[C:4](=[CH:5][CH:6]=[CH:7][CH:8]=3)[C:3]2=[O:12])[CH2:17][CH2:16]1. The catalyst class is: 3. (7) Reactant: [Br:1][C:2]1[CH:3]=[C:4]([N:8]2[CH:12]=[C:11]([C:13](=[O:16])[CH2:14]Cl)[N:10]=[CH:9]2)[CH:5]=[CH:6][CH:7]=1.[OH:17][C:18]1[CH:19]=[N:20][CH:21]=[CH:22][CH:23]=1.C([O-])([O-])=O.[K+].[K+]. Product: [Br:1][C:2]1[CH:3]=[C:4]([N:8]2[CH:12]=[C:11]([C:13](=[O:16])[CH2:14][O:17][C:18]3[CH:19]=[N:20][CH:21]=[CH:22][CH:23]=3)[N:10]=[CH:9]2)[CH:5]=[CH:6][CH:7]=1. The catalyst class is: 21. (8) Reactant: [Cl:1][C:2]1[C:3]([NH2:18])=[C:4]2[CH2:17][CH2:16][CH2:15][C:5]2=[N:6][C:7]=1[C:8]1[CH:13]=[CH:12][CH:11]=[C:10]([Cl:14])[CH:9]=1.Br[C:20]1[CH:25]=[CH:24][C:23]([CH2:26][C:27]#[N:28])=[CH:22][CH:21]=1.CC(C1C=C(C(C)C)C(C2C=CC=CC=2P(C2CCCCC2)C2CCCCC2)=C(C(C)C)C=1)C.P([O-])([O-])([O-])=O.[K+].[K+].[K+]. Product: [ClH:1].[Cl:1][C:2]1[C:3]([NH:18][C:20]2[CH:25]=[CH:24][C:23]([CH2:26][C:27]#[N:28])=[CH:22][CH:21]=2)=[C:4]2[CH2:17][CH2:16][CH2:15][C:5]2=[N:6][C:7]=1[C:8]1[CH:13]=[CH:12][CH:11]=[C:10]([Cl:14])[CH:9]=1. The catalyst class is: 101.